This data is from Full USPTO retrosynthesis dataset with 1.9M reactions from patents (1976-2016). The task is: Predict the reactants needed to synthesize the given product. (1) Given the product [C:1]([O:5][C:6]([N:8]1[CH2:13][CH2:12][CH2:11][C@@H:10]([O:14][C:17]([NH2:19])=[O:18])[CH2:9]1)=[O:7])([CH3:4])([CH3:2])[CH3:3], predict the reactants needed to synthesize it. The reactants are: [C:1]([O:5][C:6]([N:8]1[CH2:13][CH2:12][CH2:11][C@@H:10]([OH:14])[CH2:9]1)=[O:7])([CH3:4])([CH3:3])[CH3:2].ClC(Cl)(Cl)[C:17]([N:19]=C=O)=[O:18]. (2) Given the product [CH3:13][O:12][C:9]1[N:10]=[C:11]2[C:6](=[CH:7][CH:8]=1)[N:5]=[CH:4][CH:3]=[C:2]2[NH:16][CH2:15][CH2:14][NH2:17], predict the reactants needed to synthesize it. The reactants are: Cl[C:2]1[CH:3]=[CH:4][N:5]=[C:6]2[C:11]=1[N:10]=[C:9]([O:12][CH3:13])[CH:8]=[CH:7]2.[CH2:14]([NH2:17])[CH2:15][NH2:16]. (3) Given the product [CH2:45]([N:42]1[CH:43]=[CH:44][C:40]([NH:39][C:3](=[O:15])[C:4]2[CH:5]=[C:6]([O:38][CH:36]([CH3:37])[CH2:35][OH:27])[CH:7]=[C:8]([O:10][C:17]3[CH:22]=[N:21][C:20]([S:23]([CH3:26])(=[O:25])=[O:24])=[CH:19][CH:18]=3)[CH:9]=2)=[N:41]1)[CH3:46], predict the reactants needed to synthesize it. The reactants are: CO[C:3](=[O:15])[C:4]1[CH:9]=[C:8]([OH:10])[CH:7]=[C:6](OCOC)[CH:5]=1.Br[C:17]1[CH:18]=[CH:19][C:20]([S:23]([CH3:26])(=[O:25])=[O:24])=[N:21][CH:22]=1.[O:27]([CH2:35][C@H:36]([OH:38])[CH3:37])[Si](C(C)(C)C)(C)C.[NH2:39][C:40]1[CH:44]=[CH:43][N:42]([CH2:45][CH3:46])[N:41]=1. (4) Given the product [CH3:2][N:3]([CH3:35])[C:4]([C:6]1[CH:7]=[C:8]2[C:13](=[C:14]([CH:16]3[CH2:20][CH2:19][CH2:18][NH:17]3)[CH:15]=1)[O:12][C:11]([N:28]1[CH2:33][CH2:32][O:31][CH2:30][CH2:29]1)=[CH:10][C:9]2=[O:34])=[O:5], predict the reactants needed to synthesize it. The reactants are: Cl.[CH3:2][N:3]([CH3:35])[C:4]([C:6]1[CH:7]=[C:8]2[C:13](=[C:14]([CH:16]3[CH2:20][CH2:19][CH2:18][N:17]3C(OC(C)(C)C)=O)[CH:15]=1)[O:12][C:11]([N:28]1[CH2:33][CH2:32][O:31][CH2:30][CH2:29]1)=[CH:10][C:9]2=[O:34])=[O:5]. (5) Given the product [CH3:25][C:20]1([CH3:26])[C:21]([CH3:24])([CH3:23])[O:22][B:18]([C:2]2[CH:7]=[CH:6][C:5]([NH:8][S:9]([C:12]3[CH:17]=[CH:16][CH:15]=[CH:14][CH:13]=3)(=[O:11])=[O:10])=[CH:4][CH:3]=2)[O:19]1, predict the reactants needed to synthesize it. The reactants are: I[C:2]1[CH:7]=[CH:6][C:5]([NH:8][S:9]([C:12]2[CH:17]=[CH:16][CH:15]=[CH:14][CH:13]=2)(=[O:11])=[O:10])=[CH:4][CH:3]=1.[B:18]1([B:18]2[O:22][C:21]([CH3:24])([CH3:23])[C:20]([CH3:26])([CH3:25])[O:19]2)[O:22][C:21]([CH3:24])([CH3:23])[C:20]([CH3:26])([CH3:25])[O:19]1.C([O-])(=O)C.[K+].CN(C)C=O. (6) Given the product [C:24]1(=[O:33])[N:23]([N:74]2[CH2:71][CH2:72][CH2:73][CH2:68]2)[C:31](=[O:32])[C:30]2=[CH:29][CH:28]=[CH:27][CH:26]=[C:25]12, predict the reactants needed to synthesize it. The reactants are: COC1C=CC(C(C2C=CC(OC)=CC=2)OC(C2C=CC=CC=2)C2CN(C(=O)CCCCC[N:23]3[C:31](=[O:32])[C:30]4[C:25](=[CH:26][CH:27]=[CH:28][CH:29]=4)[C:24]3=[O:33])CC2OC(=O)CCC(O)=O)=CC=1.[N+:74]([C:71]1[CH:72]=[CH:73][C:68](SS[C:68]2[CH:73]=[CH:72][C:71]([N+:74]([O-])=O)=CN=2)=NC=1)([O-])=O.C1(P(C2C=CC=CC=2)C2C=CC=CC=2)C=CC=CC=1.